Task: Binary Classification. Given a miRNA mature sequence and a target amino acid sequence, predict their likelihood of interaction.. Dataset: Experimentally validated miRNA-target interactions with 360,000+ pairs, plus equal number of negative samples (1) The miRNA is mmu-miR-10a-5p with sequence UACCCUGUAGAUCCGAAUUUGUG. The protein sequence of the target gene is MQESQDTHMSSHLDEVVAAVSVTSKNRIPNKLLQTALFQPPREKLHLCEERAKSYSSSREYKQAIQELVRCVALTRICYGDWHWKLAEAYVNLAQGYLQLKGLSLQAKQHAEKAKEILANSIESPCHNKTDIFKCSLELFYTLGRALLSLQKFKDASENLIKAERLSKEMLQCGNIVKEEWIEIQSRIKLSFAQLYQGQKRSKEAFPFYQKALEYTEITKDEKSLECVQVLRELAGVEQALGLYAAAISHFSRDRLPTPQPCPLGHKCCCPSPFLSPVLNVTWRPFYSSQVDEEEAHLII.... Result: 1 (interaction). (2) The protein sequence of the target gene is MAPERLRSRALSAFKLRGLLLRGEAIKYLTEALQSISELELEDKLEKIINAVEKQPLSSNMIERSVVEAAVQECSQSVDETIEHVFNIIGAFDIPRFVYNSERKKFLPLLMTNHPAPNLFGTPRDKAEMFRERYTILHQRTHRHELFTPPVIGSHPDESGSKFQLKTIETLLGSTTKIGDAIVLGMITQLKEGKFFLEDPTGTVQLDLSKAQFHSGLYTEACFVLAEGWFEDQVFHVNAFGFPPTEPSSTTRAYYGNINFFGGPSNTSVKTSAKLKQLEEENKDAMFVFLSDVWLDQVEV.... Result: 1 (interaction). The miRNA is hsa-miR-193b-3p with sequence AACUGGCCCUCAAAGUCCCGCU. (3) The miRNA is hsa-miR-6805-5p with sequence UAGGGGGCGGCUUGUGGAGUGU. The protein sequence of the target gene is MALELNQSAEYYYEENEMNYTHDYSQYEVICIKEEVRQFAKVFLPAFFTVAFVTGLAGNSVVVAIYAYYKKQRTKTDVYILNLAVADLLLLITLPFWAVNAVHGWILGKMMCKVTSALYTVNFVSGMQFLACISIDRYWAITKAPSQSGAGRPCWIICCCVWMAAILLSIPQLVFYTVNQNARCTPIFPHHLGTSLKASIQMLEIGIGFVVPFLIMGVCYASTARALIKMPNIKKSRPLRVLLAVVVVFIVTQLPYNVVKFCQAIDAIYLLITSCDMSKRMDVAIQVTESIALFHSCLNP.... Result: 0 (no interaction). (4) The miRNA is hsa-miR-6787-3p with sequence UCUCAGCUGCUGCCCUCUCCAG. The protein sequence of the target gene is MDQPEAPCSSTGPRLAVARELLLAALEELSQEQLKRFRHKLRDVGPDGRSIPWGRLERADAVDLAEQLAQFYGPEPALEVARKTLKRADARDVAAQLQERRLQRLGLGSGTLLSVSEYKKKYREHVLQLHARVKERNARSVKITKRFTKLLIAPESAAPEEAMGPAEEPEPGRARRSDTHTFNRLFRRDEEGRRPLTVVLQGPAGIGKTMAAKKILYDWAAGKLYQGQVDFAFFMPCGELLERPGTRSLADLILDQCPDRGAPVPQMLAQPQRLLFILDGADELPALGGPEAAPCTDPFE.... Result: 0 (no interaction). (5) The miRNA is hsa-miR-4639-3p with sequence UCACUCUCACCUUGCUUUGC. The protein sequence of the target gene is MERNVLTTFSQEMSQLILNEMPKAEYSSLFNDFVESEFFLIDGDSLLITCICEISFKPGQNLHFFYLVERYLVDLISKGGQFTIVFFKDAEYAYFNFPELLSLRTALILHLQKNTTIDVRTTFSRCLSKEWGSFLEESYPYFLIVADEGLNDLQTQLFNFLIIHSWARKVNVVLSSGQESDVLCLYAYLLPSMYRHQIFSWKNKQNIKDAYTTLLNQLERFKLSALAPLFGSLKWNNITEEAHKTVSLLTQVWPEGSDIRRVFCVTSCSLSLRMYHRFLGNREPSSGQETEIQQVNSNCL.... Result: 0 (no interaction).